Dataset: Catalyst prediction with 721,799 reactions and 888 catalyst types from USPTO. Task: Predict which catalyst facilitates the given reaction. (1) Reactant: [N+:1]([C:4]1[CH:5]=[CH:6][C:7]([O:11][CH2:12][CH2:13][CH3:14])=[C:8]([NH2:10])[CH:9]=1)([O-])=O. Product: [CH2:12]([O:11][C:7]1[CH:6]=[CH:5][C:4]([NH2:1])=[CH:9][C:8]=1[NH2:10])[CH2:13][CH3:14]. The catalyst class is: 23. (2) Reactant: [OH:1][C:2]1[CH:3]=[N:4][C:5]2[C:10]([CH:11]=1)=[CH:9][C:8]([CH2:12][C:13]([O:15][C:16]([CH3:19])([CH3:18])[CH3:17])=[O:14])=[CH:7][CH:6]=2.CO.[CH2:22](P(CCCC)CCCC)CCC.N(C(N1CCCCC1)=O)=NC(N1CCCCC1)=O. Product: [CH3:22][O:1][C:2]1[CH:3]=[N:4][C:5]2[C:10]([CH:11]=1)=[CH:9][C:8]([CH2:12][C:13]([O:15][C:16]([CH3:19])([CH3:18])[CH3:17])=[O:14])=[CH:7][CH:6]=2. The catalyst class is: 48.